Dataset: Drug-target binding data from BindingDB using IC50 measurements. Task: Regression. Given a target protein amino acid sequence and a drug SMILES string, predict the binding affinity score between them. We predict pIC50 (pIC50 = -log10(IC50 in M); higher means more potent). Dataset: bindingdb_ic50. The drug is Cc1c(NC(=O)c2ccc(C(C)(C)C)cc2)cccc1-c1nc(Nc2ccc(C(=O)N3CCOCC3)cc2)c2nc[nH]c2n1. The target protein (P35991) has sequence MAAVILESIFLKRSQQKKKTSPLNFKKRLFLLTVHKLSYYEYDFERGRRGSKKGSIDVEKITCVETVIPEKNPPPERQIPRRGEESSEMEQISIIERFPYPFQVVYDEGPLYVFSPTEELRKRWIHQLKNVIRYNSDLVQKYHPCFWIDGQYLCCSQTAKNAMGCQILENRNGSLKPGSSHRKTKKPLPPTPEEDQILKKPLPPEPTAAPISTTELKKVVALYDYMPMNANDLQLRKGEEYFILEESNLPWWRARDKNGQEGYIPSNYITEAEDSIEMYEWYSKHMTRSQAEQLLKQEGKEGGFIVRDSSKAGKYTVSVFAKSTGEPQGVIRHYVVCSTPQSQYYLAEKHLFSTIPELINYHQHNSAGLISRLKYPVSKQNKNAPSTAGLGYGSWEIDPKDLTFLKELGTGQFGVVKYGKWRGQYDVAIKMIREGSMSEDEFIEEAKVMMNLSHEKLVQLYGVCTKQRPIFIITEYMANGCLLNYLREMRHRFQTQQLLE.... The pIC50 is 7.0.